This data is from Forward reaction prediction with 1.9M reactions from USPTO patents (1976-2016). The task is: Predict the product of the given reaction. (1) Given the reactants [F:1][C:2]1[C:13]([C:14]([OH:16])=O)=[CH:12][C:5]2[N:6]([CH3:11])[C:7](=[O:10])[CH2:8][O:9][C:4]=2[CH:3]=1.CN1C2C=CC(C(Cl)=O)=CC=2OC1=O.[Br:31][C:32]1[CH:37]=[CH:36][C:35]([CH2:38]Br)=[C:34]([Cl:40])[CH:33]=1, predict the reaction product. The product is: [Br:31][C:32]1[CH:37]=[CH:36][C:35]([CH2:38][C:14]([C:13]2[C:2]([F:1])=[CH:3][C:4]3[O:9][CH2:8][C:7](=[O:10])[N:6]([CH3:11])[C:5]=3[CH:12]=2)=[O:16])=[C:34]([Cl:40])[CH:33]=1. (2) Given the reactants [C:1]([O:5][C:6]([N:8]1[CH2:11][C:10](=O)[CH2:9]1)=[O:7])([CH3:4])([CH3:3])[CH3:2].Cl.[NH:14]1[CH2:17][CH:16]([OH:18])[CH2:15]1.C(O[BH-](OC(=O)C)OC(=O)C)(=O)C.[Na+], predict the reaction product. The product is: [C:1]([O:5][C:6]([N:8]1[CH2:11][CH:10]([N:14]2[CH2:17][CH:16]([OH:18])[CH2:15]2)[CH2:9]1)=[O:7])([CH3:4])([CH3:3])[CH3:2]. (3) The product is: [CH3:1][O:2][C:3]1[CH:4]=[C:5]2[C:10](=[CH:11][C:12]=1[O:13][CH2:14][CH:15]([OH:16])[CH2:17][OH:33])[N:9]=[CH:8][CH:7]=[C:6]2[O:18][C:19]1[C:20]([CH3:29])=[N:21][C:22]2[C:27]([CH:28]=1)=[CH:26][CH:25]=[CH:24][CH:23]=2. Given the reactants [CH3:1][O:2][C:3]1[CH:4]=[C:5]2[C:10](=[CH:11][C:12]=1[O:13][CH2:14][CH:15]1[CH2:17][O:16]1)[N:9]=[CH:8][CH:7]=[C:6]2[O:18][C:19]1[C:20]([CH3:29])=[N:21][C:22]2[C:27]([CH:28]=1)=[CH:26][CH:25]=[CH:24][CH:23]=2.FC(F)(F)C(O)=[O:33].[OH-].[Na+], predict the reaction product. (4) Given the reactants [F:1][CH2:2][CH2:3][CH2:4][N:5]1[C:17]2[CH:16]=[CH:15][C:14]([CH:18]=O)=[CH:13][C:12]=2[C:11]2[C:6]1=[CH:7][CH:8]=[CH:9][CH:10]=2.Cl.NO.C(O)(=O)C.[N:27]1C=CC=CC=1, predict the reaction product. The product is: [F:1][CH2:2][CH2:3][CH2:4][N:5]1[C:17]2[CH:16]=[CH:15][C:14]([C:18]#[N:27])=[CH:13][C:12]=2[C:11]2[C:6]1=[CH:7][CH:8]=[CH:9][CH:10]=2. (5) Given the reactants C(N)=O.[NH2:4][CH2:5][CH2:6][C:7]1[CH:31]=[CH:30][C:10]([NH:11][CH:12]2[CH2:17][CH2:16][N:15]([C:18]([NH:20][CH2:21][C:22]3[CH:27]=[C:26]([F:28])[CH:25]=[C:24]([F:29])[CH:23]=3)=[O:19])[CH2:14][CH2:13]2)=[CH:9][CH:8]=1.C([Si]([O:49][C:50]1[CH:55]=[CH:54][C:53]([O:56][CH2:57][CH:58]2[CH2:60][O:59]2)=[CH:52][CH:51]=1)(C1C=CC=CC=1)C1C=CC=CC=1)(C)(C)C, predict the reaction product. The product is: [F:29][C:24]1[CH:23]=[C:22]([CH:27]=[C:26]([F:28])[CH:25]=1)[CH2:21][NH:20][C:18]([N:15]1[CH2:16][CH2:17][CH:12]([NH:11][C:10]2[CH:9]=[CH:8][C:7]([CH2:6][CH2:5][NH:4][CH2:60][C@H:58]([OH:59])[CH2:57][O:56][C:53]3[CH:54]=[CH:55][C:50]([OH:49])=[CH:51][CH:52]=3)=[CH:31][CH:30]=2)[CH2:13][CH2:14]1)=[O:19].